Dataset: Reaction yield outcomes from USPTO patents with 853,638 reactions. Task: Predict the reaction yield, written as a fraction of the theoretical maximum amount of product (1.0 means a 100% yield; for example, 0.34 means a 34% yield). The reactants are [CH3:1][O:2][C:3](=[O:25])[C:4]1[CH:9]=[C:8]([C:10](=O)/[CH:11]=[CH:12]/N(C)C)[C:7]([C:17]([F:20])([F:19])[F:18])=[CH:6][C:5]=1[NH:21][C:22](=[O:24])[CH3:23].[CH3:26][O:27][CH2:28][CH2:29][NH:30][NH2:31]. The catalyst is C1(C)C=CC=CC=1. The product is [CH3:1][O:2][C:3](=[O:25])[C:4]1[CH:9]=[C:8]([C:10]2[N:30]([CH2:29][CH2:28][O:27][CH3:26])[N:31]=[CH:12][CH:11]=2)[C:7]([C:17]([F:18])([F:20])[F:19])=[CH:6][C:5]=1[NH:21][C:22](=[O:24])[CH3:23]. The yield is 0.550.